From a dataset of NCI-60 drug combinations with 297,098 pairs across 59 cell lines. Regression. Given two drug SMILES strings and cell line genomic features, predict the synergy score measuring deviation from expected non-interaction effect. (1) Drug 1: C1CN(P(=O)(OC1)NCCCl)CCCl. Drug 2: CCC1(C2=C(COC1=O)C(=O)N3CC4=CC5=C(C=CC(=C5CN(C)C)O)N=C4C3=C2)O.Cl. Cell line: SF-539. Synergy scores: CSS=11.1, Synergy_ZIP=-0.0514, Synergy_Bliss=-2.90, Synergy_Loewe=-43.1, Synergy_HSA=-5.93. (2) Drug 1: CC1CCC2CC(C(=CC=CC=CC(CC(C(=O)C(C(C(=CC(C(=O)CC(OC(=O)C3CCCCN3C(=O)C(=O)C1(O2)O)C(C)CC4CCC(C(C4)OC)OCCO)C)C)O)OC)C)C)C)OC. Drug 2: CN(CCCl)CCCl.Cl. Cell line: HCT-15. Synergy scores: CSS=41.1, Synergy_ZIP=-0.0793, Synergy_Bliss=1.31, Synergy_Loewe=1.06, Synergy_HSA=1.43. (3) Drug 1: C1CCN(CC1)CCOC2=CC=C(C=C2)C(=O)C3=C(SC4=C3C=CC(=C4)O)C5=CC=C(C=C5)O. Drug 2: CC(C)NC(=O)C1=CC=C(C=C1)CNNC.Cl. Cell line: LOX IMVI. Synergy scores: CSS=1.29, Synergy_ZIP=-6.27, Synergy_Bliss=-12.7, Synergy_Loewe=-9.56, Synergy_HSA=-9.40. (4) Drug 1: COC1=CC(=CC(=C1O)OC)C2C3C(COC3=O)C(C4=CC5=C(C=C24)OCO5)OC6C(C(C7C(O6)COC(O7)C8=CC=CS8)O)O. Drug 2: C1=NC2=C(N1)C(=S)N=CN2. Cell line: A549. Synergy scores: CSS=41.8, Synergy_ZIP=-5.46, Synergy_Bliss=-4.20, Synergy_Loewe=-11.7, Synergy_HSA=0.588. (5) Drug 1: C1CCN(CC1)CCOC2=CC=C(C=C2)C(=O)C3=C(SC4=C3C=CC(=C4)O)C5=CC=C(C=C5)O. Drug 2: C1=CC(=CC=C1CCCC(=O)O)N(CCCl)CCCl. Cell line: TK-10. Synergy scores: CSS=0.308, Synergy_ZIP=-5.09, Synergy_Bliss=-4.17, Synergy_Loewe=-5.84, Synergy_HSA=-4.29. (6) Drug 1: CC1OCC2C(O1)C(C(C(O2)OC3C4COC(=O)C4C(C5=CC6=C(C=C35)OCO6)C7=CC(=C(C(=C7)OC)O)OC)O)O. Drug 2: CC1=CC=C(C=C1)C2=CC(=NN2C3=CC=C(C=C3)S(=O)(=O)N)C(F)(F)F. Cell line: SK-MEL-2. Synergy scores: CSS=33.4, Synergy_ZIP=-4.01, Synergy_Bliss=-4.52, Synergy_Loewe=-14.6, Synergy_HSA=-2.05. (7) Drug 1: CC1C(C(CC(O1)OC2CC(CC3=C2C(=C4C(=C3O)C(=O)C5=C(C4=O)C(=CC=C5)OC)O)(C(=O)C)O)N)O.Cl. Drug 2: C(CC(=O)O)C(=O)CN.Cl. Cell line: K-562. Synergy scores: CSS=9.18, Synergy_ZIP=-3.64, Synergy_Bliss=-1.22, Synergy_Loewe=-34.8, Synergy_HSA=-0.883. (8) Drug 1: CC1=CC2C(CCC3(C2CCC3(C(=O)C)OC(=O)C)C)C4(C1=CC(=O)CC4)C. Drug 2: CC1=CC=C(C=C1)C2=CC(=NN2C3=CC=C(C=C3)S(=O)(=O)N)C(F)(F)F. Cell line: U251. Synergy scores: CSS=3.65, Synergy_ZIP=-2.12, Synergy_Bliss=-1.67, Synergy_Loewe=-12.1, Synergy_HSA=-0.480. (9) Drug 1: CC12CCC(CC1=CCC3C2CCC4(C3CC=C4C5=CN=CC=C5)C)O. Drug 2: CN1CCC(CC1)COC2=C(C=C3C(=C2)N=CN=C3NC4=C(C=C(C=C4)Br)F)OC. Cell line: SR. Synergy scores: CSS=21.6, Synergy_ZIP=-5.00, Synergy_Bliss=-0.917, Synergy_Loewe=-4.46, Synergy_HSA=-1.93.